From a dataset of Full USPTO retrosynthesis dataset with 1.9M reactions from patents (1976-2016). Predict the reactants needed to synthesize the given product. (1) Given the product [OH:12][CH2:13][C@H:14]([NH:21][C:22](=[O:44])[C:23]1[CH:28]=[CH:27][C:26]([O:29][CH3:30])=[C:25](/[CH:31]=[CH:32]/[C:33]2[CH:38]=[CH:37][C:36]([O:39][C:40]([F:42])([F:43])[F:41])=[CH:35][CH:34]=2)[CH:24]=1)[C:15](=[O:20])[NH:16][CH2:17][CH2:18][OH:19], predict the reactants needed to synthesize it. The reactants are: FC(F)(F)C(O)=O.C([O:12][CH2:13][C@H:14]([NH:21][C:22](=[O:44])[C:23]1[CH:28]=[CH:27][C:26]([O:29][CH3:30])=[C:25](/[CH:31]=[CH:32]/[C:33]2[CH:38]=[CH:37][C:36]([O:39][C:40]([F:43])([F:42])[F:41])=[CH:35][CH:34]=2)[CH:24]=1)[C:15](=[O:20])[NH:16][CH2:17][CH2:18][OH:19])(C)(C)C. (2) Given the product [BrH:1].[F:19][C:17]1[CH:18]=[C:4]2[C:5]([CH2:6][N:7]([CH:8]3[CH2:12][C:11](=[S:13])[NH:10][C:9]3=[O:14])[CH:20]=[N:3]2)=[CH:15][CH:16]=1, predict the reactants needed to synthesize it. The reactants are: [BrH:1].Br.[NH2:3][C:4]1[CH:18]=[C:17]([F:19])[CH:16]=[CH:15][C:5]=1[CH2:6][NH:7][CH:8]1[CH2:12][C:11](=[S:13])[NH:10][C:9]1=[O:14].[CH2:20](OC(OCC)OCC)C. (3) The reactants are: [NH:1]1[CH2:6][CH2:5][CH:4]([NH:7][C:8](=[O:14])[O:9][C:10]([CH3:13])([CH3:12])[CH3:11])[CH2:3][CH2:2]1.CCN(C(C)C)C(C)C.[Cl:24][CH2:25][C:26](Cl)=[O:27]. Given the product [Cl:24][CH2:25][C:26]([N:1]1[CH2:2][CH2:3][CH:4]([NH:7][C:8](=[O:14])[O:9][C:10]([CH3:11])([CH3:13])[CH3:12])[CH2:5][CH2:6]1)=[O:27], predict the reactants needed to synthesize it.